From a dataset of Reaction yield outcomes from USPTO patents with 853,638 reactions. Predict the reaction yield, written as a fraction of the theoretical maximum amount of product (1.0 means a 100% yield; for example, 0.34 means a 34% yield). (1) The reactants are C([O:3][C:4]([CH:6]1[CH2:11][CH2:10][N:9]([CH2:12][C:13]2[C:17]3[CH:18]=[CH:19][C:20]([O:22][C:23]4[S:24][C:25]5[C:26]([N:31]=4)=[N:27][CH:28]=[CH:29][CH:30]=5)=[CH:21][C:16]=3[O:15][CH:14]=2)[CH2:8][CH2:7]1)=[O:5])C.[OH-].[K+].Cl. The catalyst is CC(O)C. The product is [S:24]1[C:25]2[C:26](=[N:27][CH:28]=[CH:29][CH:30]=2)[N:31]=[C:23]1[O:22][C:20]1[CH:19]=[CH:18][C:17]2[C:13]([CH2:12][N:9]3[CH2:10][CH2:11][CH:6]([C:4]([OH:5])=[O:3])[CH2:7][CH2:8]3)=[CH:14][O:15][C:16]=2[CH:21]=1. The yield is 0.390. (2) The reactants are [C:1]([OH:9])(=O)[C:2]1[CH:7]=[CH:6][CH:5]=[N:4][CH:3]=1.[NH2:10][C@@H:11]1[C@H:15]2[O:16][CH2:17][C@H:18]([NH:19][C:20](=[O:34])[C:21]3[CH:26]=[CH:25][CH:24]=[C:23]([O:27][C:28]4[CH:33]=[CH:32][CH:31]=[CH:30][CH:29]=4)[CH:22]=3)[C@H:14]2[O:13][CH2:12]1. No catalyst specified. The product is [O:27]([C:23]1[CH:22]=[C:21]([CH:26]=[CH:25][CH:24]=1)[C:20]([NH:19][C@@H:18]1[C@H:14]2[O:13][CH2:12][C@H:11]([NH:10][C:1](=[O:9])[C:2]3[CH:7]=[CH:6][CH:5]=[N:4][CH:3]=3)[C@H:15]2[O:16][CH2:17]1)=[O:34])[C:28]1[CH:29]=[CH:30][CH:31]=[CH:32][CH:33]=1. The yield is 0.368. (3) The yield is 0.585. The product is [S:22]1[C:26]2[CH:27]=[CH:28][CH:29]=[CH:30][C:25]=2[CH:24]=[C:23]1[C:2]1[CH:11]=[C:10]2[C:5]([N:6]=[CH:7][CH:8]=[N:9]2)=[C:4]([C:12]([NH:14][CH2:15][C:16]([O:18][CH2:19][CH3:20])=[O:17])=[O:13])[C:3]=1[OH:21]. The catalyst is O1CCOCC1.O.C1C=CC([P]([Pd]([P](C2C=CC=CC=2)(C2C=CC=CC=2)C2C=CC=CC=2)([P](C2C=CC=CC=2)(C2C=CC=CC=2)C2C=CC=CC=2)[P](C2C=CC=CC=2)(C2C=CC=CC=2)C2C=CC=CC=2)(C2C=CC=CC=2)C2C=CC=CC=2)=CC=1. The reactants are Br[C:2]1[CH:11]=[C:10]2[C:5]([N:6]=[CH:7][CH:8]=[N:9]2)=[C:4]([C:12]([NH:14][CH2:15][C:16]([O:18][CH2:19][CH3:20])=[O:17])=[O:13])[C:3]=1[OH:21].[S:22]1[C:26]2[CH:27]=[CH:28][CH:29]=[CH:30][C:25]=2[CH:24]=[C:23]1B(O)O.C(=O)([O-])[O-].[K+].[K+].